This data is from Reaction yield outcomes from USPTO patents with 853,638 reactions. The task is: Predict the reaction yield, written as a fraction of the theoretical maximum amount of product (1.0 means a 100% yield; for example, 0.34 means a 34% yield). (1) The reactants are [CH3:1][C:2]1[C:16](=[O:17])[N:15]=[C:14]2[N:4]([C@@H:5]3[O:9][C@H:8]([CH2:10][OH:11])[C@@H:7]([OH:12])[C@@H:6]3[O:13]2)[CH:3]=1.[CH3:18][O:19][CH2:20][CH2:21][O:22]B([O:22][CH2:21][CH2:20][O:19][CH3:18])[O:22][CH2:21][CH2:20][O:19][CH3:18]. The catalyst is COCCO. The product is [CH3:18][O:19][CH2:20][CH2:21][O:22][C@@H:6]1[C@H:7]([OH:12])[C@@H:8]([CH2:10][OH:11])[O:9][C@H:5]1[N:4]1[CH:3]=[C:2]([CH3:1])[C:16](=[O:17])[NH:15][C:14]1=[O:13]. The yield is 0.630. (2) The reactants are [Br:1][C:2]1[CH:11]=[CH:10][C:5]([C:6]([NH:8][CH3:9])=[O:7])=[C:4]([CH2:12]O)[CH:3]=1.CN1CCN(C)C1=O.C([Mg]Cl)(C)C. The catalyst is CCOC(C)=O. The product is [Br:1][C:2]1[CH:3]=[C:4]2[C:5](=[CH:10][CH:11]=1)[C:6](=[O:7])[N:8]([CH3:9])[CH2:12]2. The yield is 0.573. (3) The reactants are [F:1][C:2]1[CH:3]=[CH:4][C:5]([O:34][CH3:35])=[C:6]([C:8]2[NH:9][C:10]3[C:15]([CH:16]=2)=[CH:14][C:13]([CH:17]2[CH2:22][CH2:21][N:20]([CH2:23][CH2:24][N:25]([CH3:33])[C:26](=[O:32])[O:27][C:28]([CH3:31])([CH3:30])[CH3:29])[CH2:19][CH2:18]2)=[CH:12][CH:11]=3)[CH:7]=1.[B-](F)(F)(F)[F:37].[B-](F)(F)(F)F.C1[N+]2(CCl)CC[N+](F)(CC2)C1. The yield is 0.270. The catalyst is CS(C)=O.C(#N)C. The product is [F:37][C:16]1[C:15]2[C:10](=[CH:11][CH:12]=[C:13]([CH:17]3[CH2:22][CH2:21][N:20]([CH2:23][CH2:24][N:25]([CH3:33])[C:26](=[O:32])[O:27][C:28]([CH3:29])([CH3:30])[CH3:31])[CH2:19][CH2:18]3)[CH:14]=2)[NH:9][C:8]=1[C:6]1[CH:7]=[C:2]([F:1])[CH:3]=[CH:4][C:5]=1[O:34][CH3:35]. (4) The yield is 0.540. The catalyst is CN(C=O)C. The reactants are [CH3:1][CH:2]([OH:4])[CH3:3].[H-].[Na+].[F:7][C:8]1[CH:9]=[C:10]([CH:13]=[C:14]([F:16])[CH:15]=1)[CH2:11]Br. The product is [F:7][C:8]1[CH:9]=[C:10]([CH2:11][O:4][CH:2]([CH3:3])[CH3:1])[CH:13]=[C:14]([F:16])[CH:15]=1. (5) The reactants are [NH2:1][C:2]1[CH:35]=[CH:34][C:5]([O:6][C:7]2[CH:12]=[CH:11][N:10]=[C:9]3[N:13]([CH2:25][C:26]4[CH:31]=[CH:30][C:29]([O:32][CH3:33])=[CH:28][CH:27]=4)[N:14]=[C:15]([N:16]4[CH2:21][CH2:20][CH:19]([N:22]([CH3:24])[CH3:23])[CH2:18][CH2:17]4)[C:8]=23)=[C:4]([F:36])[CH:3]=1.[F:37][C:38]1[CH:43]=[CH:42][C:41]([N:44]2[CH2:49][CH:48]3[C:46]([C:50](O)=[O:51])([CH2:47]3)[C:45]2=[O:53])=[CH:40][CH:39]=1.CCN=C=NCCCN(C)C.C1C=CC2N(O)N=NC=2C=1.[NH4+].[Cl-]. The catalyst is CN(C=O)C. The product is [CH3:23][N:22]([CH3:24])[CH:19]1[CH2:20][CH2:21][N:16]([C:15]2[C:8]3[C:9](=[N:10][CH:11]=[CH:12][C:7]=3[O:6][C:5]3[CH:34]=[CH:35][C:2]([NH:1][C:50]([C:46]45[CH2:47][CH:48]4[CH2:49][N:44]([C:41]4[CH:42]=[CH:43][C:38]([F:37])=[CH:39][CH:40]=4)[C:45]5=[O:53])=[O:51])=[CH:3][C:4]=3[F:36])[N:13]([CH2:25][C:26]3[CH:27]=[CH:28][C:29]([O:32][CH3:33])=[CH:30][CH:31]=3)[N:14]=2)[CH2:17][CH2:18]1. The yield is 0.530. (6) The reactants are [CH3:1][C:2]1[C:6]([O:7][C:8]2[CH:13]=[CH:12][C:11]([CH2:14][OH:15])=[CH:10][CH:9]=2)=[C:5]([CH3:16])[N:4]([C:17]2[N:22]=[C:21]([C:23]3[CH:28]=[CH:27][CH:26]=[CH:25][N:24]=3)[CH:20]=[CH:19][N:18]=2)[N:3]=1.CC(OI1(OC(C)=O)(OC(C)=O)OC(=O)C2C=CC=CC1=2)=O. The catalyst is C(Cl)(Cl)Cl. The product is [CH3:1][C:2]1[C:6]([O:7][C:8]2[CH:9]=[CH:10][C:11]([CH:14]=[O:15])=[CH:12][CH:13]=2)=[C:5]([CH3:16])[N:4]([C:17]2[N:22]=[C:21]([C:23]3[CH:28]=[CH:27][CH:26]=[CH:25][N:24]=3)[CH:20]=[CH:19][N:18]=2)[N:3]=1. The yield is 0.900.